Dataset: Full USPTO retrosynthesis dataset with 1.9M reactions from patents (1976-2016). Task: Predict the reactants needed to synthesize the given product. (1) Given the product [Br:7][C:8]1[CH:9]=[C:10]2[C:14](=[CH:15][CH:16]=1)[N:13]([CH3:17])[C:12](=[O:18])[C:11]2([O:19][C:26]1[CH:31]=[CH:30][CH:29]=[CH:28][CH:27]=1)[C:2]1[CH:3]=[CH:4][CH:5]=[CH:6][N:1]=1, predict the reactants needed to synthesize it. The reactants are: [N:1]1[CH:6]=[CH:5][CH:4]=[CH:3][CH:2]=1.[Br:7][C:8]1[CH:9]=[C:10]2[C:14](=[CH:15][CH:16]=1)[N:13]([CH3:17])[C:12](=[O:18])[C:11]2=[O:19].FC(F)(F)S(O[C:26]1[CH:31]=[CH:30][CH:29]=[CH:28][C:27]=1[Si](C)(C)C)(=O)=O.[F-].[K+].O1CCOCCOCCOCCOCCOCC1. (2) The reactants are: [CH3:1][C:2]1[CH:9]=[CH:8][C:7]([C:10]2[CH:15]=[CH:14][CH:13]=[CH:12][CH:11]=2)=[CH:6][C:3]=1[CH2:4]O.P(Br)(Br)[Br:17].COC(C)(C)C. Given the product [CH3:1][C:2]1[CH:9]=[CH:8][C:7]([C:10]2[CH:15]=[CH:14][CH:13]=[CH:12][CH:11]=2)=[CH:6][C:3]=1[CH2:4][Br:17], predict the reactants needed to synthesize it. (3) The reactants are: [H-].[H-].[H-].[H-].[Li+].[Al+3].C([O:9][C:10](=O)[CH2:11][C:12]1[C:16]2[CH:17]=[C:18]([O:21][CH3:22])[CH:19]=[CH:20][C:15]=2[O:14][CH:13]=1)C. Given the product [CH3:22][O:21][C:18]1[CH:19]=[CH:20][C:15]2[O:14][CH:13]=[C:12]([CH2:11][CH2:10][OH:9])[C:16]=2[CH:17]=1, predict the reactants needed to synthesize it. (4) Given the product [CH2:15]([O:14][C:12](=[O:13])[C:11](=[C:19]1[CH2:24][CH2:23][N:22]([C:25]([O:27][C:28]([CH3:31])([CH3:30])[CH3:29])=[O:26])[CH2:21][CH2:20]1)[CH3:17])[CH3:16], predict the reactants needed to synthesize it. The reactants are: [H-].[Na+].C(OP([CH:11]([CH3:17])[C:12]([O:14][CH2:15][CH3:16])=[O:13])(OCC)=O)C.O=[C:19]1[CH2:24][CH2:23][N:22]([C:25]([O:27][C:28]([CH3:31])([CH3:30])[CH3:29])=[O:26])[CH2:21][CH2:20]1. (5) Given the product [Cl:37][C:38]([N:23]1[CH2:24][C:13]2[C:12]([NH:11][C:9]3[C:8]([F:27])=[CH:7][N:6]=[C:5]([NH:4][CH2:2][CH3:3])[N:10]=3)=[N:16][N:15]([C:17]([O:19][CH2:20][CH3:21])=[O:18])[C:14]=2[C:22]1([CH3:25])[CH3:26])=[O:40], predict the reactants needed to synthesize it. The reactants are: Cl.[CH2:2]([NH:4][C:5]1[N:10]=[C:9]([NH:11][C:12]2[C:13]3[CH2:24][NH:23][C:22]([CH3:26])([CH3:25])[C:14]=3[N:15]([C:17]([O:19][CH2:20][CH3:21])=[O:18])[N:16]=2)[C:8]([F:27])=[CH:7][N:6]=1)[CH3:3].CCN(C(C)C)C(C)C.[Cl:37][C:38](Cl)([O:40]C(=O)OC(Cl)(Cl)Cl)Cl. (6) Given the product [CH2:11]([C:9]1[S:8][C:6]2[N:7]=[C:2]([NH:28][CH2:29][CH2:30][CH2:31][OH:32])[N:3]=[C:4]([N:13]3[CH2:18][CH2:17][N:16]([C:19](=[O:27])[CH2:20][C:21]4[CH:26]=[CH:25][CH:24]=[CH:23][CH:22]=4)[CH2:15][CH2:14]3)[C:5]=2[CH:10]=1)[CH3:12], predict the reactants needed to synthesize it. The reactants are: Cl[C:2]1[N:3]=[C:4]([N:13]2[CH2:18][CH2:17][N:16]([C:19](=[O:27])[CH2:20][C:21]3[CH:26]=[CH:25][CH:24]=[CH:23][CH:22]=3)[CH2:15][CH2:14]2)[C:5]2[CH:10]=[C:9]([CH2:11][CH3:12])[S:8][C:6]=2[N:7]=1.[NH2:28][CH2:29][CH2:30][CH2:31][OH:32]. (7) Given the product [F:1][C:2]1[CH:7]=[CH:6][CH:5]=[CH:4][C:3]=1[CH2:8][O:9][C:10]1[CH:11]=[CH:12][C:13]([C@@H:16]2[N:20]([C:21]([O:23][C:24]([CH3:27])([CH3:26])[CH3:25])=[O:22])[C@:19]([CH2:32][O:33][CH3:34])([C:28]([O:30][CH3:31])=[O:29])[CH2:18][CH2:17]2)=[CH:14][CH:15]=1, predict the reactants needed to synthesize it. The reactants are: [F:1][C:2]1[CH:7]=[CH:6][CH:5]=[CH:4][C:3]=1[CH2:8][O:9][C:10]1[CH:15]=[CH:14][C:13]([C@@H:16]2[N:20]([C:21]([O:23][C:24]([CH3:27])([CH3:26])[CH3:25])=[O:22])[C@:19]([CH2:32][OH:33])([C:28]([O:30][CH3:31])=[O:29])[CH2:18][CH2:17]2)=[CH:12][CH:11]=1.[CH3:34]I.[H-].[Na+]. (8) Given the product [Br:12][C:4]1[C:5]2[S:9][CH:8]=[N:7][C:6]=2[CH:10]=[C:2]([CH3:1])[C:3]=1[OH:11], predict the reactants needed to synthesize it. The reactants are: [CH3:1][C:2]1[C:3]([OH:11])=[CH:4][C:5]2[S:9][CH:8]=[N:7][C:6]=2[CH:10]=1.[Br:12]Br. (9) Given the product [O:34]1[CH2:38][CH2:37][O:36][CH:35]1[C:39]1[S:40][CH:41]=[C:42]([C:2]2[N:3]=[CH:4][C:5]([O:32][CH3:33])=[C:6]3[C:10]([C:11](=[O:31])[C:12]([N:14]4[CH2:19][CH2:18][N:17]([C:20]5[N:24]([C:25]6[CH:30]=[CH:29][CH:28]=[CH:27][CH:26]=6)[N:23]=[N:22][N:21]=5)[CH2:16][CH2:15]4)=[O:13])=[CH:9][NH:8][C:7]=23)[N:43]=1, predict the reactants needed to synthesize it. The reactants are: Cl[C:2]1[N:3]=[CH:4][C:5]([O:32][CH3:33])=[C:6]2[C:10]([C:11](=[O:31])[C:12]([N:14]3[CH2:19][CH2:18][N:17]([C:20]4[N:24]([C:25]5[CH:30]=[CH:29][CH:28]=[CH:27][CH:26]=5)[N:23]=[N:22][N:21]=4)[CH2:16][CH2:15]3)=[O:13])=[CH:9][NH:8][C:7]=12.[O:34]1[CH2:38][CH2:37][O:36][CH:35]1[C:39]1[S:40][CH:41]=[C:42]([Sn](C)(C)C)[N:43]=1.N#N. (10) The reactants are: [CH3:1][O:2][C:3]1[CH:8]=[CH:7][C:6]([S:9](Cl)(=[O:11])=[O:10])=[CH:5][CH:4]=1.[C:13]1([NH:19][CH:20]2[CH2:25][CH2:24][N:23]([C:26]([O:28][CH2:29][C@@H:30]([N:38]([CH2:46][C:47]3[CH:52]=[CH:51][CH:50]=[CH:49][CH:48]=3)[CH2:39][C:40]3[CH:45]=[CH:44][CH:43]=[CH:42][CH:41]=3)[CH2:31][C:32]3[CH:37]=[CH:36][CH:35]=[CH:34][CH:33]=3)=[O:27])[CH2:22][CH2:21]2)[CH:18]=[CH:17][CH:16]=[CH:15][CH:14]=1. Given the product [C:13]1([N:19]([CH:20]2[CH2:25][CH2:24][N:23]([C:26]([O:28][CH2:29][C@@H:30]([N:38]([CH2:46][C:47]3[CH:48]=[CH:49][CH:50]=[CH:51][CH:52]=3)[CH2:39][C:40]3[CH:45]=[CH:44][CH:43]=[CH:42][CH:41]=3)[CH2:31][C:32]3[CH:33]=[CH:34][CH:35]=[CH:36][CH:37]=3)=[O:27])[CH2:22][CH2:21]2)[S:9]([C:6]2[CH:7]=[CH:8][C:3]([O:2][CH3:1])=[CH:4][CH:5]=2)(=[O:11])=[O:10])[CH:18]=[CH:17][CH:16]=[CH:15][CH:14]=1, predict the reactants needed to synthesize it.